From a dataset of Forward reaction prediction with 1.9M reactions from USPTO patents (1976-2016). Predict the product of the given reaction. (1) The product is: [C:1]12([CH2:11][C:12]([NH:14][C:15]3[C:24]([CH3:25])=[CH:23][CH:22]=[C:21]4[C:16]=3[CH:17]=[CH:18][C:19]([N:33]3[CH2:37][CH2:36][C@@H:35]([OH:38])[CH2:34]3)=[N:20]4)=[O:13])[CH2:10][CH:5]3[CH2:6][CH:7]([CH2:9][CH:3]([CH2:4]3)[CH2:2]1)[CH2:8]2. Given the reactants [C:1]12([CH2:11][C:12]([NH:14][C:15]3[C:24]([CH3:25])=[CH:23][CH:22]=[C:21]4[C:16]=3[CH:17]=[CH:18][C:19](Cl)=[N:20]4)=[O:13])[CH2:10][CH:5]3[CH2:6][CH:7]([CH2:9][CH:3]([CH2:4]3)[CH2:2]1)[CH2:8]2.C(=O)([O-])[O-].[K+].[K+].[NH:33]1[CH2:37][CH2:36][C@@H:35]([OH:38])[CH2:34]1, predict the reaction product. (2) Given the reactants [N:1]1[C:6]([C:7]([O:9][CH2:10][CH3:11])=[O:8])=[CH:5][CH:4]=[C:3]([C:12]([O:14]CC)=[O:13])[N:2]=1.Cl, predict the reaction product. The product is: [CH2:10]([O:9][C:7]([C:6]1[N:1]=[N:2][C:3]([C:12]([OH:14])=[O:13])=[CH:4][CH:5]=1)=[O:8])[CH3:11].